From a dataset of Reaction yield outcomes from USPTO patents with 853,638 reactions. Predict the reaction yield, written as a fraction of the theoretical maximum amount of product (1.0 means a 100% yield; for example, 0.34 means a 34% yield). (1) The yield is 0.473. The product is [F:11][C:12]1[C:17]([C:2]2[N:7]=[C:6]([CH3:8])[N:5]=[C:4]([S:9][CH3:10])[N:3]=2)=[N:16][CH:15]=[CH:14][N:13]=1. The catalyst is C1(C)C=CC=CC=1.C1C=CC([P]([Pd]([P](C2C=CC=CC=2)(C2C=CC=CC=2)C2C=CC=CC=2)([P](C2C=CC=CC=2)(C2C=CC=CC=2)C2C=CC=CC=2)[P](C2C=CC=CC=2)(C2C=CC=CC=2)C2C=CC=CC=2)(C2C=CC=CC=2)C2C=CC=CC=2)=CC=1. The reactants are I[C:2]1[N:7]=[C:6]([CH3:8])[N:5]=[C:4]([S:9][CH3:10])[N:3]=1.[F:11][C:12]1[C:17]([Sn](CCCC)(CCCC)CCCC)=[N:16][CH:15]=[CH:14][N:13]=1. (2) The reactants are [CH3:1][O:2][C:3](=[O:6])[CH2:4][NH2:5].[OH:7][C:8]1[CH:9]=[C:10]([CH:13]=[CH:14][C:15]=1[O:16][CH3:17])[CH:11]=O. No catalyst specified. The product is [OH:7][C:8]1[CH:9]=[C:10]([CH:13]=[CH:14][C:15]=1[O:16][CH3:17])[CH2:11][NH:5][CH2:4][C:3]([O:2][CH3:1])=[O:6]. The yield is 0.470. (3) The reactants are [CH:1]([O:4][C:5]1[CH:13]=[CH:12][C:11]([S:14]([CH3:17])(=[O:16])=[O:15])=[CH:10][C:6]=1[C:7]([OH:9])=O)([CH3:3])[CH3:2].[CH2:18]1[C:26]2[C:21](=[CH:22][CH:23]=[CH:24][CH:25]=2)[CH2:20][NH:19]1.CN(C(ON1N=NC2C=CC=CC1=2)=[N+](C)C)C.[B-](F)(F)(F)F.CCN(C(C)C)C(C)C. The catalyst is CN(C=O)C. The product is [CH2:18]1[C:26]2[C:21](=[CH:22][CH:23]=[CH:24][CH:25]=2)[CH2:20][N:19]1[C:7]([C:6]1[CH:10]=[C:11]([S:14]([CH3:17])(=[O:16])=[O:15])[CH:12]=[CH:13][C:5]=1[O:4][CH:1]([CH3:2])[CH3:3])=[O:9]. The yield is 0.880. (4) The reactants are [C:1]([O:5][C:6](=[O:18])[NH:7][CH2:8][CH2:9][NH:10][C:11]([N:13]=[CH:14]N(C)C)=[S:12])([CH3:4])([CH3:3])[CH3:2].[CH3:19][C:20]1[CH:29]=[CH:28][CH:27]=[CH:26][C:21]=1[C:22](=[O:25])[CH2:23]Br. No catalyst specified. The product is [C:1]([O:5][C:6](=[O:18])[NH:7][CH2:8][CH2:9][NH:10][C:11]1[S:12][C:23]([C:22](=[O:25])[C:21]2[CH:26]=[CH:27][CH:28]=[CH:29][C:20]=2[CH3:19])=[CH:14][N:13]=1)([CH3:2])([CH3:3])[CH3:4]. The yield is 0.750.